Task: Predict the product of the given reaction.. Dataset: Forward reaction prediction with 1.9M reactions from USPTO patents (1976-2016) (1) Given the reactants [C:1]([O:5][C:6]([N:8]1[C:16]2[C:11](=[CH:12][C:13]([O:17][Si:18]([C:21]([CH3:24])([CH3:23])[CH3:22])([CH3:20])[CH3:19])=[CH:14][CH:15]=2)[CH:10]=[C:9]1B(O)O)=[O:7])([CH3:4])([CH3:3])[CH3:2].[Cl:28][C:29]1[C:38](I)=[CH:37][C:36]2[C:31](=[CH:32][CH:33]=[CH:34][CH:35]=2)[N:30]=1.P([O-])([O-])([O-])=O.[K+].[K+].[K+], predict the reaction product. The product is: [Si:18]([O:17][C:13]1[CH:12]=[C:11]2[C:16](=[CH:15][CH:14]=1)[N:8]([C:6]([O:5][C:1]([CH3:4])([CH3:3])[CH3:2])=[O:7])[C:9]([C:38]1[C:29]([Cl:28])=[N:30][C:31]3[C:36]([CH:37]=1)=[CH:35][CH:34]=[CH:33][CH:32]=3)=[CH:10]2)([C:21]([CH3:24])([CH3:23])[CH3:22])([CH3:20])[CH3:19]. (2) Given the reactants [CH3:1][O:2][C:3]([C:5]1([C:8]([OH:10])=O)[CH2:7][CH2:6]1)=[O:4].F[P-](F)(F)(F)(F)F.N1(OC(N(C)C)=[N+](C)C)C2N=CC=CC=2N=N1.C(N(CC)C(C)C)(C)C.[CH3:44][C:45]([CH3:65])=[CH:46][CH2:47][CH2:48]/[C:49](/[CH3:64])=[CH:50]/[CH2:51][CH2:52]/[C:53](/[CH3:63])=[CH:54]/[CH2:55][S:56][CH2:57][C@H:58]([NH2:62])[C:59]([OH:61])=[O:60], predict the reaction product. The product is: [CH3:1][O:2][C:3]([C:5]1([C:8](=[O:10])[NH:62][CH:58]([C:59]([OH:61])=[O:60])[CH2:57][S:56][CH2:55][CH:54]=[C:53]([CH3:63])[CH2:52][CH2:51][CH:50]=[C:49]([CH3:64])[CH2:48][CH2:47][CH:46]=[C:45]([CH3:65])[CH3:44])[CH2:6][CH2:7]1)=[O:4]. (3) The product is: [CH2:1]([O:5][CH2:6][CH2:7][O:8][C:9]1[CH:14]=[CH:13][C:12]([C:15]2[CH:16]=[CH:17][C:18]3[N:24]([CH2:25][CH:26]([CH3:27])[CH3:28])[CH2:23][CH2:22][C:21]([C:29]([NH:31][C:32]4[CH:51]=[CH:50][C:35]5[N:36]([CH3:49])[C:37]([S:39]([CH2:40][C:41]6[N:45]([CH2:46][CH2:47][CH3:48])[CH:44]=[N:43][CH:42]=6)=[O:61])=[N:38][C:34]=5[CH:33]=4)=[O:30])=[CH:20][C:19]=3[CH:52]=2)=[CH:11][CH:10]=1)[CH2:2][CH2:3][CH3:4]. Given the reactants [CH2:1]([O:5][CH2:6][CH2:7][O:8][C:9]1[CH:14]=[CH:13][C:12]([C:15]2[CH:16]=[CH:17][C:18]3[N:24]([CH2:25][CH:26]([CH3:28])[CH3:27])[CH2:23][CH2:22][C:21]([C:29]([NH:31][C:32]4[CH:51]=[CH:50][C:35]5[N:36]([CH3:49])[C:37]([S:39][CH2:40][C:41]6[N:45]([CH2:46][CH2:47][CH3:48])[CH:44]=[N:43][CH:42]=6)=[N:38][C:34]=5[CH:33]=4)=[O:30])=[CH:20][C:19]=3[CH:52]=2)=[CH:11][CH:10]=1)[CH2:2][CH2:3][CH3:4].ClC1C=CC=C(C(OO)=[O:61])C=1.CSC.O, predict the reaction product. (4) Given the reactants [CH2:1]([N:8]1[CH2:13][CH2:12][C:11](=[N:14][NH:15][C:16](=[S:18])[NH2:17])[CH2:10][CH2:9]1)[C:2]1[CH:7]=[CH:6][CH:5]=[CH:4][CH:3]=1.Br[CH2:20][C:21]([C:23]1[CH:28]=[CH:27][C:26]([F:29])=[CH:25][CH:24]=1)=O, predict the reaction product. The product is: [CH2:1]([N:8]1[CH2:13][CH2:12][C:11](=[N:14][NH:15][C:16]2[S:18][CH:20]=[C:21]([C:23]3[CH:28]=[CH:27][C:26]([F:29])=[CH:25][CH:24]=3)[N:17]=2)[CH2:10][CH2:9]1)[C:2]1[CH:3]=[CH:4][CH:5]=[CH:6][CH:7]=1. (5) Given the reactants [F:1][C:2]1[CH:34]=[CH:33][C:5]([CH2:6][N:7]2[C:12](=[O:13])[C:11]([C:14]3[NH:19][C:18]4[CH:20]=[CH:21][C:22]([I:24])=[CH:23][C:17]=4[S:16](=[O:26])(=[O:25])[N:15]=3)=[C:10]([OH:27])[C:9]([C:28]3[S:29][CH:30]=[CH:31][CH:32]=3)=[N:8]2)=[CH:4][CH:3]=1.[H-].[Na+].CI.[CH3:39]COC(C)=O, predict the reaction product. The product is: [F:1][C:2]1[CH:34]=[CH:33][C:5]([CH2:6][N:7]2[C:12](=[O:13])[C:11]([C:14]3[N:19]([CH3:39])[C:18]4[CH:20]=[CH:21][C:22]([I:24])=[CH:23][C:17]=4[S:16](=[O:26])(=[O:25])[N:15]=3)=[C:10]([OH:27])[C:9]([C:28]3[S:29][CH:30]=[CH:31][CH:32]=3)=[N:8]2)=[CH:4][CH:3]=1. (6) The product is: [NH2:1][C:2]1[S:3][C:4]([C:24]2[CH:29]=[CH:28][N:27]=[C:26]([NH:32][C:33]3[CH:38]=[CH:37][CH:36]=[C:35]([O:39][CH2:40][CH2:41][N:42]([CH3:44])[CH3:43])[CH:34]=3)[N:25]=2)=[C:5]([C:7]2[CH:8]=[C:9]([CH:21]=[CH:22][CH:23]=2)[C:10]([NH:12][C:13]2[C:18]([F:19])=[CH:17][CH:16]=[CH:15][C:14]=2[F:20])=[O:11])[N:6]=1. Given the reactants [NH2:1][C:2]1[S:3][C:4]([C:24]2[CH:29]=[CH:28][N:27]=[C:26](Cl)[N:25]=2)=[C:5]([C:7]2[CH:8]=[C:9]([CH:21]=[CH:22][CH:23]=2)[C:10]([NH:12][C:13]2[C:18]([F:19])=[CH:17][CH:16]=[CH:15][C:14]=2[F:20])=[O:11])[N:6]=1.[Cl-].[NH2:32][C:33]1[CH:34]=[C:35]([O:39][CH2:40][CH2:41][NH+:42]([CH3:44])[CH3:43])[CH:36]=[CH:37][CH:38]=1, predict the reaction product. (7) Given the reactants CC(C)([O-])C.[K+].[F:7][C:8]1[CH:13]=[CH:12][CH:11]=[C:10]([F:14])[C:9]=1[CH:15]=[CH:16][C:17]([O:19][CH3:20])=[O:18].[C:21]1([CH2:27][C:28]#[N:29])[CH:26]=[CH:25][CH:24]=[CH:23][CH:22]=1, predict the reaction product. The product is: [C:28]([CH:27]([C:21]1[CH:26]=[CH:25][CH:24]=[CH:23][CH:22]=1)[CH:15]([C:9]1[C:8]([F:7])=[CH:13][CH:12]=[CH:11][C:10]=1[F:14])[CH2:16][C:17]([O:19][CH3:20])=[O:18])#[N:29].